This data is from Catalyst prediction with 721,799 reactions and 888 catalyst types from USPTO. The task is: Predict which catalyst facilitates the given reaction. (1) Product: [CH3:18][CH:19]([C:21]1[CH:25]=[C:24]([CH2:26][NH:27][C:2]2[N:7]=[C:6]([NH:8][C:9]3[NH:10][N:11]=[C:12]([O:14][CH:15]([CH3:17])[CH3:16])[CH:13]=3)[CH:5]=[CH:4][N:3]=2)[O:23][N:22]=1)[CH3:20]. Reactant: Cl[C:2]1[N:7]=[C:6]([NH:8][C:9]2[NH:10][N:11]=[C:12]([O:14][CH:15]([CH3:17])[CH3:16])[CH:13]=2)[CH:5]=[CH:4][N:3]=1.[CH3:18][CH:19]([C:21]1[CH:25]=[C:24]([CH2:26][NH2:27])[O:23][N:22]=1)[CH3:20].C(N(C(C)C)C(C)C)C. The catalyst class is: 141. (2) Reactant: [F:1][C:2]1[CH:11]=[CH:10][C:9]([NH2:12])=[C:8]2[C:3]=1[CH:4]=[CH:5][CH:6]=[N:7]2.[C:13]1([S:19](Cl)(=[O:21])=[O:20])[CH:18]=[CH:17][CH:16]=[CH:15][CH:14]=1. Product: [F:1][C:2]1[CH:11]=[CH:10][C:9]([NH:12][S:19]([C:13]2[CH:18]=[CH:17][CH:16]=[CH:15][CH:14]=2)(=[O:21])=[O:20])=[C:8]2[C:3]=1[CH:4]=[CH:5][CH:6]=[N:7]2. The catalyst class is: 79. (3) Reactant: C(O[C:6]([NH:8][C@@H:9]([CH2:13][C:14]1[N:15]=[CH:16][NH:17][CH:18]=1)[C:10](O)=[O:11])=O)(C)(C)C.[H-].[H-].[H-].[H-].[Li+].[Al+3]. Product: [NH:17]1[CH:18]=[C:14]([CH2:13][C@H:9]([NH:8][CH3:6])[CH2:10][OH:11])[N:15]=[CH:16]1. The catalyst class is: 1.